This data is from Full USPTO retrosynthesis dataset with 1.9M reactions from patents (1976-2016). The task is: Predict the reactants needed to synthesize the given product. Given the product [Cl:20][C:8]1[C:9]2[N:10]([CH:13]=[N:14][C:15]=2[CH3:16])[C:11]2[N:12]=[C:3]([O:2][CH3:1])[CH:4]=[CH:5][C:6]=2[N:7]=1, predict the reactants needed to synthesize it. The reactants are: [CH3:1][O:2][C:3]1[CH:4]=[CH:5][C:6]2[NH:7][C:8](=O)[C:9]3[N:10]([CH:13]=[N:14][C:15]=3[CH3:16])[C:11]=2[N:12]=1.O=P(Cl)(Cl)[Cl:20].